From a dataset of Reaction yield outcomes from USPTO patents with 853,638 reactions. Predict the reaction yield, written as a fraction of the theoretical maximum amount of product (1.0 means a 100% yield; for example, 0.34 means a 34% yield). (1) The reactants are C(OC(C(F)(F)F)=O)(C(F)(F)F)=[O:2].[Br:14][C:15]1[CH:27]=[CH:26][C:25]2[C:24]3[C:19](=[CH:20][C:21]([Br:28])=[CH:22][CH:23]=3)[C:18](=[O:29])[C:17]=2[CH:16]=1.OO.NC(N)=O. The catalyst is ClCCl. The product is [Br:28][C:21]1[CH:20]=[C:19]2[C:24]([C:25]3[CH:26]=[CH:27][C:15]([Br:14])=[CH:16][C:17]=3[C:18](=[O:29])[O:2]2)=[CH:23][CH:22]=1. The yield is 0.400. (2) The reactants are [CH2:1]([N:8]1[C:16]2[C:11](=[CH:12][CH:13]=[CH:14][CH:15]=2)[C:10]([CH2:18][C:19]([N:21]([CH3:23])[CH3:22])=[O:20])([OH:17])[C:9]1=[O:24])[C:2]1[CH:7]=[CH:6][CH:5]=[CH:4][CH:3]=1.[Cl:25]N1C(=O)CCC1=O.C(O)(=O)C.C1(C)C=CC=CC=1. The catalyst is O. The product is [CH2:1]([N:8]1[C:16]2[C:11](=[CH:12][C:13]([Cl:25])=[CH:14][CH:15]=2)[C:10]([CH2:18][C:19]([N:21]([CH3:23])[CH3:22])=[O:20])([OH:17])[C:9]1=[O:24])[C:2]1[CH:3]=[CH:4][CH:5]=[CH:6][CH:7]=1. The yield is 0.880. (3) The product is [C:12]([O:11][C:9]([NH:1][C@@H:2]([CH:3]([CH3:4])[CH3:5])[C:6](=[O:8])[CH2:32][C:33]([O:35][CH2:26][CH3:27])=[O:34])=[O:10])([CH3:15])([CH3:14])[CH3:13]. The catalyst is C1COCC1. The reactants are [NH:1]([C:9]([O:11][C:12]([CH3:15])([CH3:14])[CH3:13])=[O:10])[C@H:2]([C:6]([OH:8])=O)[CH:3]([CH3:5])[CH3:4].C(N1[CH:27]=[CH:26]N=C1)(N1C=CN=C1)=O.[Cl-].[Mg+2].[Cl-].C(O)(=O)[CH2:32][C:33]([OH:35])=[O:34].C([K])C. The yield is 0.860. (4) The reactants are [I-].[CH3:2][S+](C)(C)=O.[H-].[Na+].[S:9]1[C:17]2[CH:16]=[C:15]([CH:18]=[O:19])[N:14]=[CH:13][C:12]=2[O:11][CH2:10]1.O. The catalyst is CS(C)=O.CCOC(C)=O. The product is [O:19]1[CH2:2][CH:18]1[C:15]1[N:14]=[CH:13][C:12]2[O:11][CH2:10][S:9][C:17]=2[CH:16]=1. The yield is 0.340. (5) The reactants are Cl[C:2]([C:6]1[C:7]([Cl:12])=[N:8][CH:9]=[CH:10][CH:11]=1)=[CH:3][C:4]#[N:5].Cl.[CH2:14]([CH:16]1[CH2:18][CH:17]1[NH2:19])[CH3:15].C(N(CC)CC)C. The catalyst is C(#N)C. The product is [Cl:12][C:7]1[C:6]([C:2]([NH:19][CH:17]2[CH2:18][CH:16]2[CH2:14][CH3:15])=[CH:3][C:4]#[N:5])=[CH:11][CH:10]=[CH:9][N:8]=1. The yield is 0.510.